Task: Predict the reaction yield, written as a fraction of the theoretical maximum amount of product (1.0 means a 100% yield; for example, 0.34 means a 34% yield).. Dataset: Reaction yield outcomes from USPTO patents with 853,638 reactions The reactants are [NH2:1][C:2]1[CH2:8][C:7]([C:9]([O:11][CH2:12][CH3:13])=[O:10])=[CH:6][C:5]2[CH:14]=[C:15](Br)[CH:16]=[CH:17][C:4]=2[N:3]=1.[CH3:19][N:20]([CH3:32])[C:21]([C:23]1[CH:24]=[C:25](B(O)O)[CH:26]=[CH:27][CH:28]=1)=[O:22].C(=O)([O-])[O-].[Cs+].[Cs+].CCO. The catalyst is C1(C)C=CC=CC=1.O.C1C=CC([P]([Pd]([P](C2C=CC=CC=2)(C2C=CC=CC=2)C2C=CC=CC=2)([P](C2C=CC=CC=2)(C2C=CC=CC=2)C2C=CC=CC=2)[P](C2C=CC=CC=2)(C2C=CC=CC=2)C2C=CC=CC=2)(C2C=CC=CC=2)C2C=CC=CC=2)=CC=1. The product is [NH2:1][C:2]1[CH2:8][C:7]([C:9]([O:11][CH2:12][CH3:13])=[O:10])=[CH:6][C:5]2[CH:14]=[C:15]([C:25]3[CH:26]=[CH:27][CH:28]=[C:23]([C:21](=[O:22])[N:20]([CH3:19])[CH3:32])[CH:24]=3)[CH:16]=[CH:17][C:4]=2[N:3]=1. The yield is 0.590.